This data is from Catalyst prediction with 721,799 reactions and 888 catalyst types from USPTO. The task is: Predict which catalyst facilitates the given reaction. (1) Reactant: [CH3:1][O:2][C:3](=[O:18])[C:4]1[CH:9]=[C:8](F)[C:7]([C:11]([F:14])([F:13])[F:12])=[CH:6][C:5]=1[N+:15]([O-:17])=[O:16].[Br:19][C:20]1[N:21]=[CH:22][NH:23][CH:24]=1.C(N(C(C)C)C(C)C)C. Product: [CH3:1][O:2][C:3](=[O:18])[C:4]1[CH:9]=[C:8]([N:23]2[CH:24]=[C:20]([Br:19])[N:21]=[CH:22]2)[C:7]([C:11]([F:14])([F:13])[F:12])=[CH:6][C:5]=1[N+:15]([O-:17])=[O:16]. The catalyst class is: 12. (2) Reactant: [Cl:1][C:2]1[C:3]([OH:12])=[N:4][C:5]2[C:10]([N:11]=1)=[CH:9][CH:8]=[CH:7][CH:6]=2.O[C@@H:14]1[CH2:18][N:17]([C:19]([O:21][C:22]([CH3:25])([CH3:24])[CH3:23])=[O:20])[C@H:16]([C:26]([O:28][CH3:29])=[O:27])[CH2:15]1.C1C=CC(P(C2C=CC=CC=2)C2C=CC=CC=2)=CC=1.CC(OC(/N=N/C(OC(C)C)=O)=O)C. Product: [Cl:1][C:2]1[C:3]([O:12][C@H:14]2[CH2:18][N:17]([C:19]([O:21][C:22]([CH3:25])([CH3:24])[CH3:23])=[O:20])[C@H:16]([C:26]([O:28][CH3:29])=[O:27])[CH2:15]2)=[N:4][C:5]2[C:10]([N:11]=1)=[CH:9][CH:8]=[CH:7][CH:6]=2. The catalyst class is: 1. (3) Reactant: [Cl:1][C:2]1[CH:7]=[C:6]2[NH:8][C:9](=[O:41])[C:10]3([CH:15]([C:16]4[CH:21]=[C:20]([Cl:22])[CH:19]=[CH:18][C:17]=4[O:23][C:24]([CH2:30][CH3:31])([C:27](O)=[O:28])[CH2:25][CH3:26])[CH2:14][C:13](=[O:32])[NH:12][CH:11]3[C:33]3[CH:38]=[C:37]([F:39])[CH:36]=[CH:35][C:34]=3[CH3:40])[C:5]2=[CH:4][CH:3]=1.CN([C:45]([O:49][N:50]1N=NC2C=CC=NC1=2)=[N+](C)C)C.F[P-](F)(F)(F)(F)F.CCN(C(C)C)C(C)C.CO[NH3+].[Cl-]. Product: [Cl:1][C:2]1[CH:7]=[C:6]2[NH:8][C:9](=[O:41])[C:10]3([CH:15]([C:16]4[CH:21]=[C:20]([Cl:22])[CH:19]=[CH:18][C:17]=4[O:23][C:24]([C:27](=[O:28])[NH:50][O:49][CH3:45])([CH2:25][CH3:26])[CH2:30][CH3:31])[CH2:14][C:13](=[O:32])[NH:12][CH:11]3[C:33]3[CH:38]=[C:37]([F:39])[CH:36]=[CH:35][C:34]=3[CH3:40])[C:5]2=[CH:4][CH:3]=1. The catalyst class is: 1. (4) Reactant: [C:1]1([CH:11]=O)[C:10]2[C:5](=[CH:6][CH:7]=[CH:8][CH:9]=2)[CH:4]=[CH:3][CH:2]=1.[Si:13]([O:20][C@@H:21]1[C@H:25]([CH2:26][O:27][Si:28]([C:31]([CH3:34])([CH3:33])[CH3:32])([CH3:30])[CH3:29])[CH2:24][C@@H:23]([O:35][C:36]2[CH:41]=[CH:40][N:39]=[C:38]([NH2:42])[C:37]=2[NH2:43])[CH2:22]1)([C:16]([CH3:19])([CH3:18])[CH3:17])([CH3:15])[CH3:14].S(S([O-])=O)([O-])(=O)=O.[Na+].[Na+]. Product: [Si:13]([O:20][C@@H:21]1[C@H:25]([CH2:26][O:27][Si:28]([C:31]([CH3:34])([CH3:33])[CH3:32])([CH3:30])[CH3:29])[CH2:24][C@@H:23]([O:35][C:36]2[CH:41]=[CH:40][N:39]=[C:38]3[NH:42][C:11]([C:1]4[C:10]5[C:5](=[CH:6][CH:7]=[CH:8][CH:9]=5)[CH:4]=[CH:3][CH:2]=4)=[N:43][C:37]=23)[CH2:22]1)([C:16]([CH3:17])([CH3:18])[CH3:19])([CH3:15])[CH3:14]. The catalyst class is: 10. (5) Reactant: [NH2:1][C:2]1[CH:6]=[C:5]([CH:7]([CH3:9])[CH3:8])[S:4][C:3]=1[C:10]([O:12][CH3:13])=[O:11].[C:14]1([N:20]=[C:21]=[O:22])[CH:19]=[CH:18][CH:17]=[CH:16][CH:15]=1.C(C1SC(C(C)C)=CC=1N(C1C=CC=CC=1)C(N)=O)(OC)=O. Product: [C:10]([C:3]1[S:4][C:5]([CH:7]([CH3:9])[CH3:8])=[CH:6][C:2]=1[NH:1][C:21]([NH:20][C:14]1[CH:19]=[CH:18][CH:17]=[CH:16][CH:15]=1)=[O:22])([O:12][CH3:13])=[O:11]. The catalyst class is: 11. (6) Reactant: [NH2:1][C@@H:2]1[CH2:7][CH2:6][C@H:5]([NH:8][C@@H:9]([C:18]([N:20]2[CH2:25][CH2:24][CH:23]([N:26]([CH:34]3[CH2:40][CH2:39][CH2:38][CH2:37][CH2:36][CH2:35]3)[C:27]([N:29]([CH2:32][CH3:33])[CH2:30][CH3:31])=[O:28])[CH2:22][CH2:21]2)=[O:19])[CH2:10][C:11]2[CH:16]=[CH:15][C:14]([Cl:17])=[CH:13][CH:12]=2)[CH2:4][CH2:3]1.Cl. Product: [ClH:17].[NH2:1][C@@H:2]1[CH2:7][CH2:6][C@H:5]([NH:8][C@@H:9]([C:18]([N:20]2[CH2:25][CH2:24][CH:23]([N:26]([CH:34]3[CH2:35][CH2:36][CH2:37][CH2:38][CH2:39][CH2:40]3)[C:27]([N:29]([CH2:30][CH3:31])[CH2:32][CH3:33])=[O:28])[CH2:22][CH2:21]2)=[O:19])[CH2:10][C:11]2[CH:12]=[CH:13][C:14]([Cl:17])=[CH:15][CH:16]=2)[CH2:4][CH2:3]1. The catalyst class is: 27. (7) Reactant: Br.[NH:2]=[C:3]1[N:7]([CH2:8][C:9]#[CH:10])[C:6]2[CH:11]=[CH:12][C:13]([O:15][C:16]([F:19])([F:18])[F:17])=[CH:14][C:5]=2[S:4]1.[CH2:20](N)[C:21]#[CH:22].CC1C=CC(S(O)(=O)=O)=CC=1. Product: [CH2:22]([N:2]=[C:3]1[N:7]([CH2:8][C:9]#[CH:10])[C:6]2[CH:11]=[CH:12][C:13]([O:15][C:16]([F:19])([F:17])[F:18])=[CH:14][C:5]=2[S:4]1)[C:21]#[CH:20]. The catalyst class is: 11.